Dataset: Forward reaction prediction with 1.9M reactions from USPTO patents (1976-2016). Task: Predict the product of the given reaction. (1) Given the reactants Br[C:2]1[CH:3]=[C:4]([O:16][CH3:17])[C:5]2[N:6]([N:8]=[CH:9][C:10]=2[C:11]#[C:12][CH:13]2[CH2:15][CH2:14]2)[CH:7]=1.[CH3:18][N:19]1[CH:23]=[C:22](B2OC(C)(C)C(C)(C)O2)[CH:21]=[N:20]1.C(=O)([O-])[O-].[Na+].[Na+].O, predict the reaction product. The product is: [CH:13]1([C:12]#[C:11][C:10]2[CH:9]=[N:8][N:6]3[CH:7]=[C:2]([C:22]4[CH:21]=[N:20][N:19]([CH3:18])[CH:23]=4)[CH:3]=[C:4]([O:16][CH3:17])[C:5]=23)[CH2:15][CH2:14]1. (2) Given the reactants Cl[C:2]1[N:7]=[C:6]([O:8][C@@H:9]([C@H:11]2[CH2:15][N:14]([C@H:16]([C:18]3[CH:23]=[CH:22][C:21]([O:24][CH3:25])=[CH:20][CH:19]=3)[CH3:17])[C:13](=[O:26])[CH2:12]2)[CH3:10])[C:5]2=[CH:27][N:28]([CH3:30])[N:29]=[C:4]2[CH:3]=1.[C:31]([N:35]1[CH:39]=[C:38](B2OC(C)(C)C(C)(C)O2)[CH:37]=[N:36]1)([CH3:34])([CH3:33])[CH3:32].C(=O)([O-])[O-].[Na+].[Na+].C(Cl)Cl, predict the reaction product. The product is: [C:31]([N:35]1[CH:39]=[C:38]([C:2]2[N:7]=[C:6]([O:8][C@@H:9]([C@H:11]3[CH2:15][N:14]([C@H:16]([C:18]4[CH:23]=[CH:22][C:21]([O:24][CH3:25])=[CH:20][CH:19]=4)[CH3:17])[C:13](=[O:26])[CH2:12]3)[CH3:10])[C:5]3=[CH:27][N:28]([CH3:30])[N:29]=[C:4]3[CH:3]=2)[CH:37]=[N:36]1)([CH3:34])([CH3:33])[CH3:32]. (3) Given the reactants Br[C:2]1[CH:3]=[C:4]([NH:8][CH:9]([C:13]2[CH:18]=[CH:17][CH:16]=[CH:15][CH:14]=2)[C:10]([NH2:12])=[O:11])[CH:5]=[N:6][CH:7]=1.C(=O)([O-])[O-].[K+].[K+].C[O:26][CH2:27][CH2:28][O:29][CH3:30], predict the reaction product. The product is: [O:26]1[C:27]2[CH:7]=[CH:2][C:3]([C:2]3[CH:3]=[C:4]([NH:8][CH:9]([C:13]4[CH:18]=[CH:17][CH:16]=[CH:15][CH:14]=4)[C:10]([NH2:12])=[O:11])[CH:5]=[N:6][CH:7]=3)=[CH:4][C:28]=2[O:29][CH2:30]1. (4) Given the reactants [NH2:1][CH2:2][CH:3]1[CH2:8][CH2:7][CH2:6][N:5]([C:9]2[CH:18]=[CH:17][CH:16]=[CH:15][C:10]=2[C:11]([O:13][CH3:14])=[O:12])[CH2:4]1.[Cl:19][C:20]1[CH:25]=[CH:24][C:23]([C:26]2[CH:31]=[CH:30][C:29]([C:32](O)=[O:33])=[CH:28][CH:27]=2)=[CH:22][CH:21]=1.O.ON1C2C=CC=CC=2N=N1.CN1CCOCC1.Cl.CN(C)CCCN=C=NCC, predict the reaction product. The product is: [Cl:19][C:20]1[CH:21]=[CH:22][C:23]([C:26]2[CH:31]=[CH:30][C:29]([C:32]([NH:1][CH2:2][CH:3]3[CH2:8][CH2:7][CH2:6][N:5]([C:9]4[CH:18]=[CH:17][CH:16]=[CH:15][C:10]=4[C:11]([O:13][CH3:14])=[O:12])[CH2:4]3)=[O:33])=[CH:28][CH:27]=2)=[CH:24][CH:25]=1.